Regression. Given a peptide amino acid sequence and an MHC pseudo amino acid sequence, predict their binding affinity value. This is MHC class II binding data. From a dataset of Peptide-MHC class II binding affinity with 134,281 pairs from IEDB. (1) The peptide sequence is MATRFMTDPHAMRDM. The MHC is DRB3_0101 with pseudo-sequence DRB3_0101. The binding affinity (normalized) is 0.460. (2) The peptide sequence is NVSHIQSAVVCGRRH. The MHC is DRB1_0301 with pseudo-sequence DRB1_0301. The binding affinity (normalized) is 0.312. (3) The peptide sequence is LNKMRAVWVDGKART. The MHC is HLA-DQA10501-DQB10301 with pseudo-sequence HLA-DQA10501-DQB10301. The binding affinity (normalized) is 0.395. (4) The peptide sequence is EKKYFAAQQFEPLAA. The MHC is DRB1_0701 with pseudo-sequence DRB1_0701. The binding affinity (normalized) is 0.685.